From a dataset of CYP2D6 inhibition data for predicting drug metabolism from PubChem BioAssay. Regression/Classification. Given a drug SMILES string, predict its absorption, distribution, metabolism, or excretion properties. Task type varies by dataset: regression for continuous measurements (e.g., permeability, clearance, half-life) or binary classification for categorical outcomes (e.g., BBB penetration, CYP inhibition). Dataset: cyp2d6_veith. (1) The compound is NNC(=O)CNc1cccc(Br)c1. The result is 0 (non-inhibitor). (2) The drug is CO[C@H]1COC(=O)[C@H]2CCCN2C(=O)[C@@H](C)COC(=O)C/C=C\[C@@H]1C. The result is 0 (non-inhibitor). (3) The molecule is COC(=O)NCC(c1cccnc1)N1CCN(c2ccccc2OC)CC1. The result is 0 (non-inhibitor). (4) The compound is N[C@@H](CS(=O)O)C(=O)O. The result is 0 (non-inhibitor). (5) The drug is COc1ccc2c(c1)c(=O)oc1c(C)c(OCC(=O)N3CCc4ccccc4C3)ccc12. The result is 0 (non-inhibitor). (6) The compound is O=C(c1cccc(F)c1)N1C2C=CC(C2)C1(C(F)(F)F)C(F)(F)F. The result is 0 (non-inhibitor). (7) The drug is N#CCCn1c(=O)c(-c2cccs2)nc2cnc(N3CCNCC3)nc21. The result is 0 (non-inhibitor). (8) The molecule is Cc1ccc(C(=O)COC(=O)CNC(=O)Cc2ccccc2)cc1[N+](=O)[O-]. The result is 0 (non-inhibitor). (9) The drug is COC(=O)[C@@]1(Cc2ccccc2)[C@H]2c3cc(C(=O)N4CCCC4)n(Cc4c(CO)[nH]cc(C)c4=O)c3C[C@H]2CN1C(=O)c1ccccc1. The result is 1 (inhibitor). (10) The compound is Cc1ccc(CNC(=O)COC(=O)c2cnccn2)cc1. The result is 0 (non-inhibitor).